From a dataset of Peptide-MHC class I binding affinity with 185,985 pairs from IEDB/IMGT. Regression. Given a peptide amino acid sequence and an MHC pseudo amino acid sequence, predict their binding affinity value. This is MHC class I binding data. (1) The peptide sequence is NLDLFMSHVK. The MHC is HLA-A03:01 with pseudo-sequence HLA-A03:01. The binding affinity (normalized) is 0.726. (2) The peptide sequence is ISRQRLTKY. The MHC is HLA-A26:01 with pseudo-sequence HLA-A26:01. The binding affinity (normalized) is 0. (3) The peptide sequence is SRSKPAAMY. The MHC is HLA-A31:01 with pseudo-sequence HLA-A31:01. The binding affinity (normalized) is 0.0847.